Task: Regression/Classification. Given a drug SMILES string, predict its absorption, distribution, metabolism, or excretion properties. Task type varies by dataset: regression for continuous measurements (e.g., permeability, clearance, half-life) or binary classification for categorical outcomes (e.g., BBB penetration, CYP inhibition). For this dataset (lipophilicity_astrazeneca), we predict Y.. Dataset: Experimental lipophilicity measurements (octanol/water distribution) for 4,200 compounds from AstraZeneca The molecule is COc1ccccc1CN(C)Cc1cccc(CCNC[C@H](O)c2ccc(O)c3[nH]c(=O)sc23)c1. The Y is 1.52 logD.